This data is from Reaction yield outcomes from USPTO patents with 853,638 reactions. The task is: Predict the reaction yield, written as a fraction of the theoretical maximum amount of product (1.0 means a 100% yield; for example, 0.34 means a 34% yield). (1) The reactants are [Br:1][C:2]1[CH:3]=[N:4][CH:5]=[C:6]([C:10]=1[CH3:11])[C:7]([OH:9])=[O:8].[CH2:12](O)[CH3:13].CCN=C=NCCCN(C)C.OP([O-])(O)=O.[K+]. The catalyst is C(Cl)Cl.CN(C1C=CN=CC=1)C. The product is [Br:1][C:2]1[CH:3]=[N:4][CH:5]=[C:6]([C:10]=1[CH3:11])[C:7]([O:9][CH2:12][CH3:13])=[O:8]. The yield is 0.840. (2) The reactants are [NH2:1][C:2]1[CH:3]=[C:4]([CH:17]=[CH:18][CH:19]=1)[O:5][C:6]1[C:15]2[C:10](=[CH:11][CH:12]=[CH:13][CH:14]=2)[NH:9][C:8](=[O:16])[CH:7]=1.CO.C([BH3-])#N.[N:25]1[CH:30]=[CH:29][CH:28]=[C:27]([CH:31]=O)[CH:26]=1. The catalyst is C(Cl)Cl. The product is [N:25]1[CH:30]=[CH:29][CH:28]=[C:27]([CH2:31][NH:1][C:2]2[CH:3]=[C:4]([CH:17]=[CH:18][CH:19]=2)[O:5][C:6]2[C:15]3[C:10](=[CH:11][CH:12]=[CH:13][CH:14]=3)[NH:9][C:8](=[O:16])[CH:7]=2)[CH:26]=1. The yield is 0.420. (3) The reactants are [F:1][C:2]1[C:12]([N+:13]([O-:15])=[O:14])=[CH:11][C:5]2[NH:6][C:7](=[O:10])[CH2:8][O:9][C:4]=2[CH:3]=1.C([O-])([O-])=O.[K+].[K+].Br[CH:23]([CH3:29])[C:24]([O:26][CH2:27][CH3:28])=[O:25]. The catalyst is CC(C)=O. The product is [CH2:27]([O:26][C:24](=[O:25])[CH:23]([N:6]1[C:5]2[CH:11]=[C:12]([N+:13]([O-:15])=[O:14])[C:2]([F:1])=[CH:3][C:4]=2[O:9][CH2:8][C:7]1=[O:10])[CH3:29])[CH3:28]. The yield is 0.640. (4) The reactants are CC[C@@H]1[C@@H]2C[C@H]([C@@H](OC3C4C(=CC=CC=4)C(O[C@@H](C4C=CN=C5C=4C=C(OC)C=C5)[C@@H]4N5C[C@H](CC)[C@@H](CC5)C4)=NN=3)C3C=CN=C4C=3C=C([O:22]C)C=C4)N(CC2)C1.[C:59]([O:63][C:64]1[CH:69]=[N:68][CH:67]=[C:66]([CH:70]=C)[N:65]=1)([CH3:62])([CH3:61])[CH3:60].S([O-])([O-])=O.[Na+].[Na+].O. The catalyst is C(O)(C)(C)C. The product is [C:59]([O:63][C:64]1[N:65]=[C:66]([CH:70]=[O:22])[CH:67]=[N:68][CH:69]=1)([CH3:62])([CH3:61])[CH3:60]. The yield is 0.960. (5) The product is [Cl:14][CH2:2][C:3]1[N:4]=[C:5]2[CH:10]=[CH:9][CH:8]=[CH:7][N:6]2[CH:11]=1. The reactants are O[CH2:2][C:3]1[N:4]=[C:5]2[CH:10]=[CH:9][CH:8]=[CH:7][N:6]2[CH:11]=1.S(Cl)([Cl:14])=O. The catalyst is C(Cl)Cl. The yield is 1.00. (6) The reactants are [O:1]=[C:2]1[CH:6]=[CH:5][C:4](=[O:7])[N:3]1[CH2:8][CH2:9][CH2:10][CH2:11][CH2:12][C:13]([NH:15][C@@H:16]([CH:25]([CH3:27])[CH3:26])[C:17]([NH:19][C@@H:20]([CH3:24])[C:21]([OH:23])=O)=[O:18])=[O:14].CCOC1N(C(OCC)=O)C2C(=CC=CC=2)C=C1.[NH2:46][C:47]1[CH:52]=[CH:51][C:50]([C:53]2[CH2:54][C@@H:55]3[N:61]([CH:62]=2)[C:60](=[O:63])[C:59]2[CH:64]=[C:65]([O:91][CH3:92])[C:66]([O:68][CH2:69][CH2:70][CH2:71][O:72][C:73]4[C:88]([O:89][CH3:90])=[CH:87][C:76]5[C:77](=[O:86])[N:78]6[CH:84]=[C:83]([CH3:85])[CH2:82][C@H:79]6[CH:80]=[N:81][C:75]=5[CH:74]=4)=[CH:67][C:58]=2[N:57]=[CH:56]3)=[CH:49][CH:48]=1. The catalyst is CO.ClCCl. The product is [O:7]=[C:4]1[CH:5]=[CH:6][C:2](=[O:1])[N:3]1[CH2:8][CH2:9][CH2:10][CH2:11][CH2:12][C:13]([NH:15][C@@H:16]([CH:25]([CH3:27])[CH3:26])[C:17]([NH:19][C@@H:20]([CH3:24])[C:21]([NH:46][C:47]1[CH:52]=[CH:51][C:50]([C:53]2[CH2:54][C@@H:55]3[N:61]([CH:62]=2)[C:60](=[O:63])[C:59]2[CH:64]=[C:65]([O:91][CH3:92])[C:66]([O:68][CH2:69][CH2:70][CH2:71][O:72][C:73]4[C:88]([O:89][CH3:90])=[CH:87][C:76]5[C:77](=[O:86])[N:78]6[CH:84]=[C:83]([CH3:85])[CH2:82][C@H:79]6[CH:80]=[N:81][C:75]=5[CH:74]=4)=[CH:67][C:58]=2[N:57]=[CH:56]3)=[CH:49][CH:48]=1)=[O:23])=[O:18])=[O:14]. The yield is 0.500. (7) The reactants are C1C2C(=CC=CC=2)[C@H](N)[C@@H]1O.[NH2:12][C:13]1[CH:14]=[CH:15][CH:16]=[C:17]2[C:22]=1[CH2:21][C:20](=[O:23])[CH2:19][CH2:18]2.[OH-].[K+]. The catalyst is C(O)(C)C.C1C=CC=CC=1.C1C=CC=CC=1.Cl[Ru]Cl.Cl[Ru]Cl. The product is [NH2:12][C:13]1[CH:14]=[CH:15][CH:16]=[C:17]2[C:22]=1[CH2:21][CH:20]([OH:23])[CH2:19][CH2:18]2. The yield is 0.650. (8) The reactants are [Cl:1][C:2]1[CH:3]=[C:4]([OH:9])[CH:5]=[C:6]([F:8])[CH:7]=1.CCN(CC)CC.[CH:17]([Si:20](Cl)([CH:24]([CH3:26])[CH3:25])[CH:21]([CH3:23])[CH3:22])([CH3:19])[CH3:18]. The catalyst is C1COCC1. The product is [Cl:1][C:2]1[CH:3]=[C:4]([CH:5]=[C:6]([F:8])[CH:7]=1)[O:9][Si:20]([CH:24]([CH3:26])[CH3:25])([CH:21]([CH3:23])[CH3:22])[CH:17]([CH3:19])[CH3:18]. The yield is 1.01.